This data is from Full USPTO retrosynthesis dataset with 1.9M reactions from patents (1976-2016). The task is: Predict the reactants needed to synthesize the given product. (1) Given the product [F:30][C:25]1[CH:24]=[C:23]([CH2:22][C@H:21]([NH:31][C:32](=[O:48])[C:33]2[CH:47]=[CH:46][CH:45]=[C:35]([C:36]([N:38]([CH2:39][CH2:40][CH3:41])[CH2:42][CH2:43][CH3:44])=[O:37])[CH:34]=2)[C@H:20]([OH:49])[C@H:15]2[CH2:16][O:17][CH2:18][CH2:19][NH:14]2)[CH:28]=[C:27]([F:29])[CH:26]=1, predict the reactants needed to synthesize it. The reactants are: C([N:14]1[CH2:19][CH2:18][O:17][CH2:16][C@@H:15]1[C@@H:20]([OH:49])[C@@H:21]([NH:31][C:32](=[O:48])[C:33]1[CH:47]=[CH:46][CH:45]=[C:35]([C:36]([N:38]([CH2:42][CH2:43][CH3:44])[CH2:39][CH2:40][CH3:41])=[O:37])[CH:34]=1)[CH2:22][C:23]1[CH:28]=[C:27]([F:29])[CH:26]=[C:25]([F:30])[CH:24]=1)(C1C=CC=CC=1)C1C=CC=CC=1.C(O)(=O)C. (2) Given the product [CH:7]1([CH2:6][CH:2]([C:12]2[CH:17]=[CH:16][C:15]([S:18]([CH3:21])(=[O:20])=[O:19])=[CH:14][CH:13]=2)[C:3]([OH:5])=[O:4])[CH2:11][CH2:10][CH2:9][CH2:8]1, predict the reactants needed to synthesize it. The reactants are: C[C:2]([C:12]1[CH:17]=[CH:16][C:15]([S:18]([CH3:21])(=[O:20])=[O:19])=[CH:14][CH:13]=1)([CH2:6][CH:7]1[CH2:11][CH2:10][CH2:9][CH2:8]1)[C:3]([OH:5])=[O:4].[OH-].[Na+]. (3) Given the product [Cl:29][C:26]1[CH:27]=[CH:28][C:23]([N:10]2[C@@H:11]([C:13]3[CH:18]=[CH:17][CH:16]=[C:15]([C:19]([F:20])([F:22])[F:21])[CH:14]=3)[CH2:12][N:8]([CH2:7][CH2:6][N:31]3[CH2:36][CH2:35][O:34][CH2:33][CH2:32]3)[C:9]2=[O:30])=[CH:24][CH:25]=1, predict the reactants needed to synthesize it. The reactants are: CS(O[CH2:6][CH2:7][N:8]1[CH2:12][C@H:11]([C:13]2[CH:18]=[CH:17][CH:16]=[C:15]([C:19]([F:22])([F:21])[F:20])[CH:14]=2)[N:10]([C:23]2[CH:28]=[CH:27][C:26]([Cl:29])=[CH:25][CH:24]=2)[C:9]1=[O:30])(=O)=O.[NH:31]1[CH2:36][CH2:35][O:34][CH2:33][CH2:32]1.